This data is from CYP2C9 inhibition data for predicting drug metabolism from PubChem BioAssay. The task is: Regression/Classification. Given a drug SMILES string, predict its absorption, distribution, metabolism, or excretion properties. Task type varies by dataset: regression for continuous measurements (e.g., permeability, clearance, half-life) or binary classification for categorical outcomes (e.g., BBB penetration, CYP inhibition). Dataset: cyp2c9_veith. (1) The drug is Cc1ccc(OCC(=O)Nc2ccccc2N2CCOCC2)c(C)c1. The result is 1 (inhibitor). (2) The compound is O=C(O)CCCCCn1c(SCC(=O)N2CCCC2)nc2ccsc2c1=O. The result is 0 (non-inhibitor). (3) The molecule is O=C(O)C[C@H](S)C(=O)O. The result is 0 (non-inhibitor). (4) The compound is Cc1cc(=O)[nH]c(SCC(=O)Nc2nc3c(s2)CCCC3)n1. The result is 1 (inhibitor). (5) The drug is Cc1cc(O)c(C(C)C)cc1NC(=O)Nc1cccc2ccccc12. The result is 0 (non-inhibitor). (6) The compound is CCOc1ccc(NC(=O)N2CCC(C(N)=O)(N3CCCCC3)CC2)cc1. The result is 0 (non-inhibitor). (7) The result is 1 (inhibitor). The molecule is O=S(=O)(c1ccccc1)N1CCN(c2cc(-c3ccccc3)nc3ncnn23)CC1. (8) The molecule is CC1CCCN(C(C(=O)Nc2ccc3c(c2)OCCO3)c2ccccc2)C1. The result is 1 (inhibitor). (9) The drug is COC(=O)c1ccc(NC(=O)Cn2nc(-c3ccncc3)nc2SCC(=O)Nc2nccs2)cc1. The result is 1 (inhibitor). (10) The drug is Cc1ccccc1S(=O)(=O)c1c(C)cc(-c2ccccc2)[nH]c1=O. The result is 1 (inhibitor).